From a dataset of hERG Central: cardiac toxicity at 1µM, 10µM, and general inhibition. Predict hERG channel inhibition at various concentrations. (1) The compound is Br.CCCCn1c(=N)n(CC(=O)c2ccc([N+](=O)[O-])cc2)c2ccccc21. Results: hERG_inhib (hERG inhibition (general)): blocker. (2) The molecule is COc1cc(C(C(=O)Nc2c(C)cccc2C)N(C)C(=O)c2ccc(-n3cnnn3)cc2)ccc1O. Results: hERG_inhib (hERG inhibition (general)): blocker. (3) The drug is CC(C)Cc1cc(CN2CCC(CO)(Cc3ccccc3)CC2)[nH]n1. Results: hERG_inhib (hERG inhibition (general)): blocker. (4) The compound is CCCc1nc2c(C)ccc(C)c2c(N)c1CC. Results: hERG_inhib (hERG inhibition (general)): blocker. (5) The drug is COc1ccc(CCNCc2c(-c3ccccc3)n(C)c3ccccc23)cc1.O=C(O)C(=O)O. Results: hERG_inhib (hERG inhibition (general)): blocker. (6) The drug is O=c1cc(CN2CCN(Cc3ccccc3)CC2)c2ccc(O)c(O)c2o1. Results: hERG_inhib (hERG inhibition (general)): blocker.